This data is from Forward reaction prediction with 1.9M reactions from USPTO patents (1976-2016). The task is: Predict the product of the given reaction. Given the reactants [OH:1][CH:2]1[CH2:7][CH2:6][CH2:5][N:4]([C:8]([O:10][C:11]([CH3:14])([CH3:13])[CH3:12])=[O:9])[CH2:3]1.[CH3:15][S:16](Cl)(=[O:18])=[O:17], predict the reaction product. The product is: [CH3:15][S:16]([O:1][CH:2]1[CH2:7][CH2:6][CH2:5][N:4]([C:8]([O:10][C:11]([CH3:14])([CH3:13])[CH3:12])=[O:9])[CH2:3]1)(=[O:18])=[O:17].